This data is from Forward reaction prediction with 1.9M reactions from USPTO patents (1976-2016). The task is: Predict the product of the given reaction. Given the reactants [Cl-:1].[Al+3].[Cl-].[Cl-].[CH:5]1[C:10]2[S:11][CH2:12][CH2:13][CH2:14][O:15][C:9]=2[C:8]([C:16]([NH2:18])=[O:17])=[CH:7][CH:6]=1.[C:19](Cl)(=[O:21])[CH3:20], predict the reaction product. The product is: [C:19]([C:6]1[CH:5]=[C:10]([S:11][CH2:12][CH2:13][CH2:14][Cl:1])[C:9]([OH:15])=[C:8]([CH:7]=1)[C:16]([NH2:18])=[O:17])(=[O:21])[CH3:20].